From a dataset of Catalyst prediction with 721,799 reactions and 888 catalyst types from USPTO. Predict which catalyst facilitates the given reaction. (1) Reactant: [CH:1]1([N:6]2[C:15]3[N:14]=[C:13]([C:16]4[CH:21]=[CH:20][N:19]=[C:18](F)[CH:17]=4)[N:12]=[CH:11][C:10]=3[N:9]3[CH:23]=[N:24][N:25]=[C:8]3[C@H:7]2[CH2:26][CH3:27])[CH2:5][CH2:4][CH2:3][CH2:2]1.C([O-])(O)=[O:29].[Na+]. Product: [CH:1]1([N:6]2[C:15]3[N:14]=[C:13]([C:16]4[CH:21]=[CH:20][N:19]=[C:18]([OH:29])[CH:17]=4)[N:12]=[CH:11][C:10]=3[N:9]3[CH:23]=[N:24][N:25]=[C:8]3[C@H:7]2[CH2:26][CH3:27])[CH2:5][CH2:4][CH2:3][CH2:2]1. The catalyst class is: 106. (2) Reactant: [NH2:1][C@H:2]([C:25]1[CH:30]=[CH:29][C:28]([O:31][CH2:32][C:33](=[O:41])[N:34]([CH2:38][CH2:39][OH:40])[CH2:35][CH2:36][OH:37])=[CH:27][CH:26]=1)[C:3]([NH:5][C@H:6]([C:15]1[NH:19][C:18]2[CH:20]=[C:21]([I:24])[CH:22]=[CH:23][C:17]=2[N:16]=1)[C@H:7]([C:9]1[CH:14]=[CH:13][CH:12]=[CH:11][CH:10]=1)[CH3:8])=[O:4].C(N(CC)CC)C.[CH3:49][Si:50](Cl)([CH3:52])[CH3:51].C(OCC)(=O)C. Product: [NH2:1][C@H:2]([C:25]1[CH:26]=[CH:27][C:28]([O:31][CH2:32][C:33](=[O:41])[N:34]([CH2:38][CH2:39][O:40][Si:50]([CH3:52])([CH3:51])[CH3:49])[CH2:35][CH2:36][O:37][Si:50]([CH3:52])([CH3:51])[CH3:49])=[CH:29][CH:30]=1)[C:3]([NH:5][C@H:6]([C:15]1[NH:19][C:18]2[CH:20]=[C:21]([I:24])[CH:22]=[CH:23][C:17]=2[N:16]=1)[C@H:7]([C:9]1[CH:14]=[CH:13][CH:12]=[CH:11][CH:10]=1)[CH3:8])=[O:4]. The catalyst class is: 7. (3) The catalyst class is: 21. Product: [CH3:28][O:27][C:25](=[O:26])[CH2:24][CH2:23][CH2:22][CH2:21][CH2:20][O:10][C:7]1[CH:8]=[CH:9][C:4]([N+:1]([O-:3])=[O:2])=[CH:5][CH:6]=1. Reactant: [N+:1]([C:4]1[CH:9]=[CH:8][C:7]([OH:10])=[CH:6][CH:5]=1)([O-:3])=[O:2].C(=O)([O-])[O-].[K+].[K+].[I-].[Na+].Br[CH2:20][CH2:21][CH2:22][CH2:23][CH2:24][C:25]([O:27][CH3:28])=[O:26]. (4) Reactant: [C:1]([O:5][C:6]([N:8]1[CH2:13][CH2:12][CH2:11][C@H:10]([C:14]([OH:16])=O)[CH2:9]1)=[O:7])([CH3:4])([CH3:3])[CH3:2].[F:17][C:18]1[CH:23]=[CH:22][CH:21]=[CH:20][C:19]=1[C:24]([NH2:27])([CH3:26])[CH3:25]. Product: [F:17][C:18]1[CH:23]=[CH:22][CH:21]=[CH:20][C:19]=1[C:24]([NH:27][C:14]([C@H:10]1[CH2:11][CH2:12][CH2:13][N:8]([C:6]([O:5][C:1]([CH3:2])([CH3:3])[CH3:4])=[O:7])[CH2:9]1)=[O:16])([CH3:25])[CH3:26]. The catalyst class is: 166. (5) Reactant: [CH3:1][C:2]1[C:11]([N+:12]([O-])=O)=[C:10]([C:15]([OH:17])=[O:16])[CH:9]=[C:8]2[C:3]=1[CH:4]=[CH:5][C:6]([C:18]([F:21])([F:20])[F:19])=[N:7]2. Product: [NH2:12][C:11]1[C:2]([CH3:1])=[C:3]2[C:8](=[CH:9][C:10]=1[C:15]([OH:17])=[O:16])[N:7]=[C:6]([C:18]([F:21])([F:19])[F:20])[CH:5]=[CH:4]2. The catalyst class is: 171.